Dataset: Full USPTO retrosynthesis dataset with 1.9M reactions from patents (1976-2016). Task: Predict the reactants needed to synthesize the given product. (1) Given the product [Br:23][C:11]1[C:10]([C:15]([OH:17])=[O:16])=[N:9][N:8]([C:3]2[CH:4]=[CH:5][CH:6]=[CH:7][C:2]=2[F:1])[C:12]=1[O:13][CH3:14], predict the reactants needed to synthesize it. The reactants are: [F:1][C:2]1[CH:7]=[CH:6][CH:5]=[CH:4][C:3]=1[N:8]1[C:12]([O:13][CH3:14])=[CH:11][C:10]([C:15]([OH:17])=[O:16])=[N:9]1.C([O-])(=O)C.[Na+].[Br:23]Br. (2) Given the product [CH2:16]([CH:9]([CH2:1][CH2:2][CH2:3][CH2:4][CH2:5][CH2:6][CH2:7][CH3:8])[CH2:10][C:11]([OH:13])=[O:12])[CH2:17][CH2:18][CH2:19][CH2:20][CH2:21][CH2:22][CH3:23], predict the reactants needed to synthesize it. The reactants are: [CH2:1]([CH:9]([CH2:16][CH2:17][CH2:18][CH2:19][CH2:20][CH2:21][CH2:22][CH3:23])[CH2:10][C:11]([O:13]CC)=[O:12])[CH2:2][CH2:3][CH2:4][CH2:5][CH2:6][CH2:7][CH3:8].[OH-].[Na+].Cl.